This data is from Reaction yield outcomes from USPTO patents with 853,638 reactions. The task is: Predict the reaction yield, written as a fraction of the theoretical maximum amount of product (1.0 means a 100% yield; for example, 0.34 means a 34% yield). The reactants are [O:1]=[C:2]([C:13]1[O:14][C:15]([C:18]2[CH:23]=[CH:22][CH:21]=[CH:20][N:19]=2)=[CH:16][N:17]=1)[CH2:3][CH2:4][CH2:5][CH2:6][C:7]#[C:8][Si](C)(C)C.I[C:25]1[CH:26]=[C:27]([C:31]([F:34])([F:33])[F:32])[CH:28]=[CH:29][CH:30]=1. No catalyst specified. The product is [O:1]=[C:2]([C:13]1[O:14][C:15]([C:18]2[CH:23]=[CH:22][CH:21]=[CH:20][N:19]=2)=[CH:16][N:17]=1)[CH2:3][CH2:4][CH2:5][CH2:6][C:7]#[C:8][C:25]1[CH:30]=[CH:29][CH:28]=[C:27]([C:31]([F:34])([F:33])[F:32])[CH:26]=1. The yield is 0.640.